From a dataset of Full USPTO retrosynthesis dataset with 1.9M reactions from patents (1976-2016). Predict the reactants needed to synthesize the given product. (1) Given the product [CH2:28]([N:30]1[CH2:35][CH2:34][N:33]([C:36]2[CH:37]=[CH:38][C:39]([NH:42][C:43]3[C:44](=[O:59])[N:45]([CH3:58])[CH:46]=[C:47]([C:7]4[C:6]([CH2:5][O:4][C:1](=[O:3])[CH3:2])=[C:11]([N:12]5[CH2:23][CH2:22][N:21]6[C:14](=[CH:15][C:16]7[CH2:17][C:18]([CH3:24])([CH3:25])[CH2:19][C:20]=76)[C:13]5=[O:26])[CH:10]=[CH:9][CH:8]=4)[CH:48]=3)=[N:40][CH:41]=2)[CH2:32][CH2:31]1)[CH3:29], predict the reactants needed to synthesize it. The reactants are: [C:1]([O:4][CH2:5][C:6]1[C:11]([N:12]2[CH2:23][CH2:22][N:21]3[C:14](=[CH:15][C:16]4[CH2:17][C:18]([CH3:25])([CH3:24])[CH2:19][C:20]=43)[C:13]2=[O:26])=[CH:10][CH:9]=[CH:8][C:7]=1Br)(=[O:3])[CH3:2].[CH2:28]([N:30]1[CH2:35][CH2:34][N:33]([C:36]2[CH:37]=[CH:38][C:39]([NH:42][C:43]3[C:44](=[O:59])[N:45]([CH3:58])[CH:46]=[C:47](B4OC(C)(C)C(C)(C)O4)[CH:48]=3)=[N:40][CH:41]=2)[CH2:32][CH2:31]1)[CH3:29].C([O-])([O-])=O.[Na+].[Na+].COCCOC. (2) Given the product [CH3:19][N:20]([CH3:22])/[CH:21]=[C:6](\[C:2]1[NH:1][CH:5]=[CH:4][N:3]=1)/[C:7]([C:9]1[CH:14]=[CH:13][C:12]([C:15]#[N:16])=[CH:11][CH:10]=1)=[O:8], predict the reactants needed to synthesize it. The reactants are: [NH:1]1[CH:5]=[CH:4][N:3]=[C:2]1[CH2:6][C:7]([C:9]1[CH:14]=[CH:13][C:12]([C:15]#[N:16])=[CH:11][CH:10]=1)=[O:8].CO[CH:19](OC)[N:20]([CH3:22])[CH3:21]. (3) Given the product [C:58]([O:61][C:38](=[O:47])[NH:35][C:6]1[C:7]([C:22]2[CH:27]=[CH:26][C:25]([F:28])=[CH:24][C:23]=2[CH3:29])=[C:8]2[CH:14]=[N:13][N:12]([CH2:15][C:16]3[CH:21]=[CH:20][CH:19]=[CH:18][CH:17]=3)[C:9]2=[N:10][CH:11]=1)([CH3:60])([CH3:59])[CH3:57], predict the reactants needed to synthesize it. The reactants are: C(OC([C:6]1[C:7]([C:22]2[CH:27]=[CH:26][C:25]([F:28])=[CH:24][C:23]=2[CH3:29])=[C:8]2[CH:14]=[N:13][N:12]([CH2:15][C:16]3[CH:21]=[CH:20][CH:19]=[CH:18][CH:17]=3)[C:9]2=[N:10][CH:11]=1)=O)C.[OH-].[Na+].Cl.CC[N:35]([CH2:38]C)CC.C1C=CC(P(N=[N+]=[N-])(C2C=CC=CC=2)=[O:47])=CC=1.[CH3:57][C:58]([OH:61])([CH3:60])[CH3:59]. (4) Given the product [OH:1][NH:2][C:6](=[O:5])[CH2:7][CH2:8][CH2:9][CH2:10][CH2:11][CH:12]=[C:13]([C:20]1[CH:25]=[CH:24][CH:23]=[CH:22][N:21]=1)[C:14]1[CH:19]=[CH:18][CH:17]=[CH:16][N:15]=1, predict the reactants needed to synthesize it. The reactants are: [OH:1][NH2:2].C([O:5][C:6](=O)[CH2:7][CH2:8][CH2:9][CH2:10][CH2:11][CH:12]=[C:13]([C:20]1[CH:25]=[CH:24][CH:23]=[CH:22][N:21]=1)[C:14]1[CH:19]=[CH:18][CH:17]=[CH:16][N:15]=1)C. (5) Given the product [CH:1]1([CH:5]=[CH:12][C:10]([O:9][CH2:7][CH3:8])=[O:11])[CH2:2][CH2:3][CH2:4]1, predict the reactants needed to synthesize it. The reactants are: [CH:1]1([CH2:5]O)[CH2:4][CH2:3][CH2:2]1.[CH2:7]([O:9][C:10]([CH:12]=P(C1C=CC=CC=1)(C1C=CC=CC=1)C1C=CC=CC=1)=[O:11])[CH3:8].N1C=CC=CC=1. (6) Given the product [CH2:14](/[N:21]=[C:8](\[C:5]1[CH:4]=[CH:3][C:2]([Br:1])=[CH:7][N:6]=1)/[C:9]([F:12])([F:11])[F:10])[C:15]1[CH:20]=[CH:19][CH:18]=[CH:17][CH:16]=1, predict the reactants needed to synthesize it. The reactants are: [Br:1][C:2]1[CH:3]=[CH:4][C:5]([C:8](=O)[C:9]([F:12])([F:11])[F:10])=[N:6][CH:7]=1.[CH2:14]([NH2:21])[C:15]1[CH:20]=[CH:19][CH:18]=[CH:17][CH:16]=1.